From a dataset of NCI-60 drug combinations with 297,098 pairs across 59 cell lines. Regression. Given two drug SMILES strings and cell line genomic features, predict the synergy score measuring deviation from expected non-interaction effect. (1) Drug 1: C1=C(C(=O)NC(=O)N1)F. Drug 2: CC1C(C(=O)NC(C(=O)N2CCCC2C(=O)N(CC(=O)N(C(C(=O)O1)C(C)C)C)C)C(C)C)NC(=O)C3=C4C(=C(C=C3)C)OC5=C(C(=O)C(=C(C5=N4)C(=O)NC6C(OC(=O)C(N(C(=O)CN(C(=O)C7CCCN7C(=O)C(NC6=O)C(C)C)C)C)C(C)C)C)N)C. Cell line: UO-31. Synergy scores: CSS=27.7, Synergy_ZIP=0.791, Synergy_Bliss=0.149, Synergy_Loewe=-0.779, Synergy_HSA=-0.772. (2) Drug 1: CC1=C(C=C(C=C1)NC2=NC=CC(=N2)N(C)C3=CC4=NN(C(=C4C=C3)C)C)S(=O)(=O)N.Cl. Drug 2: CCN(CC)CCCC(C)NC1=C2C=C(C=CC2=NC3=C1C=CC(=C3)Cl)OC. Cell line: SK-OV-3. Synergy scores: CSS=17.6, Synergy_ZIP=-4.29, Synergy_Bliss=7.02, Synergy_Loewe=-10.6, Synergy_HSA=4.94. (3) Drug 1: C1=CC(=CC=C1CCCC(=O)O)N(CCCl)CCCl. Drug 2: C1=NC2=C(N=C(N=C2N1C3C(C(C(O3)CO)O)O)F)N. Cell line: NCI/ADR-RES. Synergy scores: CSS=18.9, Synergy_ZIP=-13.8, Synergy_Bliss=-6.47, Synergy_Loewe=-17.4, Synergy_HSA=-4.26. (4) Drug 1: C1=NC2=C(N=C(N=C2N1C3C(C(C(O3)CO)O)O)F)N. Drug 2: CC1=C(C=C(C=C1)C(=O)NC2=CC(=CC(=C2)C(F)(F)F)N3C=C(N=C3)C)NC4=NC=CC(=N4)C5=CN=CC=C5. Cell line: SF-539. Synergy scores: CSS=2.76, Synergy_ZIP=-1.84, Synergy_Bliss=-3.94, Synergy_Loewe=-2.74, Synergy_HSA=-2.54.